The task is: Predict the product of the given reaction.. This data is from Forward reaction prediction with 1.9M reactions from USPTO patents (1976-2016). (1) Given the reactants [F:1][C:2]1[CH:11]=[C:10]2[C:5]([CH:6]=[CH:7][C:8]([O:12]S(C3C=CC(C)=CC=3)(=O)=O)=[CH:9]2)=[CH:4][CH:3]=1.[Mg].Cl, predict the reaction product. The product is: [F:1][C:2]1[CH:11]=[C:10]2[C:5]([CH:6]=[CH:7][C:8]([OH:12])=[CH:9]2)=[CH:4][CH:3]=1. (2) Given the reactants Cl[CH2:2][CH2:3][O:4][C:5]1[CH:6]=[N:7][CH:8]=[CH:9][CH:10]=1.[CH3:11][NH2:12], predict the reaction product. The product is: [CH3:11][NH:12][CH2:2][CH2:3][O:4][C:5]1[CH:6]=[N:7][CH:8]=[CH:9][CH:10]=1. (3) Given the reactants [C:1]([C:5]1[CH:6]=[C:7]([NH:20][C:21]([NH:23][C@@H:24]2[C:33]3[C:28](=[CH:29][CH:30]=[CH:31][CH:32]=3)[C@H:27]([O:34][C:35]3[CH:36]=[CH:37][C:38]4[N:39]([C:41]([N:44]5[CH2:49][CH2:48][CH2:47][CH2:46][C@@H:45]5[CH3:50])=[N:42][N:43]=4)[CH:40]=3)[CH2:26][CH2:25]2)=[O:22])[N:8]([C:10]2[CH:15]=[C:14]([O:16][CH2:17][CH2:18][OH:19])[N:13]=[N:12][CH:11]=2)[N:9]=1)([CH3:4])([CH3:3])[CH3:2].CCN(C(C)C)C(C)C.[CH3:60][S:61](Cl)(=[O:63])=[O:62], predict the reaction product. The product is: [C:1]([C:5]1[CH:6]=[C:7]([NH:20][C:21]([NH:23][C@@H:24]2[C:33]3[C:28](=[CH:29][CH:30]=[CH:31][CH:32]=3)[C@H:27]([O:34][C:35]3[CH:36]=[CH:37][C:38]4[N:39]([C:41]([N:44]5[CH2:49][CH2:48][CH2:47][CH2:46][C@@H:45]5[CH3:50])=[N:42][N:43]=4)[CH:40]=3)[CH2:26][CH2:25]2)=[O:22])[N:8]([C:10]2[CH:15]=[C:14]([O:16][CH2:17][CH2:18][O:19][S:61]([CH3:60])(=[O:63])=[O:62])[N:13]=[N:12][CH:11]=2)[N:9]=1)([CH3:4])([CH3:2])[CH3:3]. (4) Given the reactants Br[C:2]1[N:3]=[CH:4][C:5]([NH2:8])=[N:6][CH:7]=1.[CH2:9]([O:16][CH2:17][C:18]([B-](F)(F)F)=[CH2:19])[C:10]1[CH:15]=[CH:14][CH:13]=[CH:12][CH:11]=1.[K+].C(Cl)Cl.C([O-])([O-])=O.[Cs+].[Cs+], predict the reaction product. The product is: [CH2:9]([O:16][CH2:17][C:18]([C:2]1[N:3]=[CH:4][C:5]([NH2:8])=[N:6][CH:7]=1)=[CH2:19])[C:10]1[CH:15]=[CH:14][CH:13]=[CH:12][CH:11]=1. (5) The product is: [Cl:8][C:6]1[CH:5]=[C:4]([C:9]2([C:32]([F:34])([F:33])[F:35])[O:13][N:12]=[C:11]([C:14]3[CH:15]=[C:16]4[C:17]([C:18](=[O:19])[N:20]([CH2:21][C:22]5[CH:27]=[CH:26][CH:25]=[CH:24][N:23]=5)[CH2:31][N:30]4[CH3:37])=[CH:28][CH:29]=3)[CH2:10]2)[CH:3]=[C:2]([Cl:1])[CH:7]=1. Given the reactants [Cl:1][C:2]1[CH:3]=[C:4]([C:9]2([C:32]([F:35])([F:34])[F:33])[O:13][N:12]=[C:11]([C:14]3[CH:29]=[CH:28][C:17]([C:18]([NH:20][CH2:21][C:22]4[CH:27]=[CH:26][CH:25]=[CH:24][N:23]=4)=[O:19])=[C:16]([NH:30][CH3:31])[CH:15]=3)[CH2:10]2)[CH:5]=[C:6]([Cl:8])[CH:7]=1.Cl[CH2:37]OCCl, predict the reaction product. (6) Given the reactants C(ON=O)CC(C)C.I[CH2:10][I:11].[NH2:12][C:13]1[N:17]([CH2:18][CH:19]([CH3:21])[CH3:20])[CH:16]=[N:15][C:14]=1C#N, predict the reaction product. The product is: [I:11][C:10]1[N:17]([CH2:18][CH:19]([CH3:21])[CH3:20])[CH:16]=[N:15][C:14]=1[C:13]#[N:12].